Dataset: NCI-60 drug combinations with 297,098 pairs across 59 cell lines. Task: Regression. Given two drug SMILES strings and cell line genomic features, predict the synergy score measuring deviation from expected non-interaction effect. (1) Drug 1: CS(=O)(=O)C1=CC(=C(C=C1)C(=O)NC2=CC(=C(C=C2)Cl)C3=CC=CC=N3)Cl. Drug 2: CC1=C(C(=CC=C1)Cl)NC(=O)C2=CN=C(S2)NC3=CC(=NC(=N3)C)N4CCN(CC4)CCO. Cell line: SNB-75. Synergy scores: CSS=14.9, Synergy_ZIP=-3.73, Synergy_Bliss=0.922, Synergy_Loewe=-51.7, Synergy_HSA=-1.05. (2) Drug 1: COC1=C(C=C2C(=C1)N=CN=C2NC3=CC(=C(C=C3)F)Cl)OCCCN4CCOCC4. Drug 2: C1=CC(=C2C(=C1NCCNCCO)C(=O)C3=C(C=CC(=C3C2=O)O)O)NCCNCCO. Cell line: CCRF-CEM. Synergy scores: CSS=83.9, Synergy_ZIP=12.0, Synergy_Bliss=11.3, Synergy_Loewe=-4.09, Synergy_HSA=12.9. (3) Drug 1: CC=C1C(=O)NC(C(=O)OC2CC(=O)NC(C(=O)NC(CSSCCC=C2)C(=O)N1)C(C)C)C(C)C. Drug 2: CC(C)NC(=O)C1=CC=C(C=C1)CNNC.Cl. Cell line: NCIH23. Synergy scores: CSS=38.6, Synergy_ZIP=-0.787, Synergy_Bliss=-1.18, Synergy_Loewe=-52.7, Synergy_HSA=-0.257. (4) Cell line: MDA-MB-231. Drug 1: CC1=C2C(C(=O)C3(C(CC4C(C3C(C(C2(C)C)(CC1OC(=O)C(C(C5=CC=CC=C5)NC(=O)OC(C)(C)C)O)O)OC(=O)C6=CC=CC=C6)(CO4)OC(=O)C)OC)C)OC. Drug 2: C1=CN(C(=O)N=C1N)C2C(C(C(O2)CO)O)O.Cl. Synergy scores: CSS=26.8, Synergy_ZIP=-11.2, Synergy_Bliss=-13.4, Synergy_Loewe=-8.72, Synergy_HSA=-7.45. (5) Drug 1: C1CCN(CC1)CCOC2=CC=C(C=C2)C(=O)C3=C(SC4=C3C=CC(=C4)O)C5=CC=C(C=C5)O. Drug 2: C1=NC2=C(N=C(N=C2N1C3C(C(C(O3)CO)O)O)F)N. Cell line: UO-31. Synergy scores: CSS=5.84, Synergy_ZIP=-1.88, Synergy_Bliss=0.565, Synergy_Loewe=1.58, Synergy_HSA=1.44. (6) Drug 1: CC1=C(C=C(C=C1)NC(=O)C2=CC=C(C=C2)CN3CCN(CC3)C)NC4=NC=CC(=N4)C5=CN=CC=C5. Drug 2: CC1CCC2CC(C(=CC=CC=CC(CC(C(=O)C(C(C(=CC(C(=O)CC(OC(=O)C3CCCCN3C(=O)C(=O)C1(O2)O)C(C)CC4CCC(C(C4)OC)O)C)C)O)OC)C)C)C)OC. Cell line: NCIH23. Synergy scores: CSS=-5.62, Synergy_ZIP=-0.142, Synergy_Bliss=5.62, Synergy_Loewe=-12.7, Synergy_HSA=-3.30. (7) Drug 1: C1=CC(=CC=C1CC(C(=O)O)N)N(CCCl)CCCl.Cl. Drug 2: CC(C)NC(=O)C1=CC=C(C=C1)CNNC.Cl. Cell line: SK-MEL-2. Synergy scores: CSS=-0.833, Synergy_ZIP=1.60, Synergy_Bliss=2.46, Synergy_Loewe=-3.33, Synergy_HSA=-2.70. (8) Synergy scores: CSS=11.3, Synergy_ZIP=-2.85, Synergy_Bliss=-1.31, Synergy_Loewe=-2.37, Synergy_HSA=-2.67. Drug 2: C1CCC(C(C1)N)N.C(=O)(C(=O)[O-])[O-].[Pt+4]. Cell line: SF-268. Drug 1: C#CCC(CC1=CN=C2C(=N1)C(=NC(=N2)N)N)C3=CC=C(C=C3)C(=O)NC(CCC(=O)O)C(=O)O.